Dataset: Forward reaction prediction with 1.9M reactions from USPTO patents (1976-2016). Task: Predict the product of the given reaction. (1) Given the reactants C[O:2][C:3](=[O:19])[C:4]1[CH:9]=[CH:8][CH:7]=[CH:6][C:5]=1[NH:10][CH2:11][C:12]1[CH:17]=[CH:16][C:15](=[O:18])[NH:14][CH:13]=1.[OH-].[Na+].Cl.C(O)C, predict the reaction product. The product is: [O:18]=[C:15]1[NH:14][CH:13]=[C:12]([CH2:11][NH:10][C:5]2[CH:6]=[CH:7][CH:8]=[CH:9][C:4]=2[C:3]([OH:19])=[O:2])[CH:17]=[CH:16]1. (2) Given the reactants [C:1](Cl)([C:14]1[CH:19]=[CH:18][CH:17]=[CH:16][CH:15]=1)([C:8]1[CH:13]=[CH:12][CH:11]=[CH:10][CH:9]=1)[C:2]1[CH:7]=[CH:6][CH:5]=[CH:4][CH:3]=1.[NH:21]1[CH:25]=[CH:24][N:23]=[CH:22]1.C(N(CC)CC)C, predict the reaction product. The product is: [C:1]([N:21]1[CH:25]=[CH:24][N:23]=[CH:22]1)([C:14]1[CH:19]=[CH:18][CH:17]=[CH:16][CH:15]=1)([C:8]1[CH:13]=[CH:12][CH:11]=[CH:10][CH:9]=1)[C:2]1[CH:7]=[CH:6][CH:5]=[CH:4][CH:3]=1.